From a dataset of Experimentally validated miRNA-target interactions with 360,000+ pairs, plus equal number of negative samples. Binary Classification. Given a miRNA mature sequence and a target amino acid sequence, predict their likelihood of interaction. (1) The miRNA is hsa-miR-4313 with sequence AGCCCCCUGGCCCCAAACCC. The protein sequence of the target gene is MPRSPGTRLKPAKYIPVATAAALLVGSSTLFFVFTCPWLTRAVSPAVPVYNGIIFLFVLANFSMATFMDPGVFPRADEDEDKEDDFRAPLYKNVDVRGIQVRMKWCATCHFYRPPRCSHCSVCDNCVEDFDHHCPWVNNCIGRRNYRYFFLFLLSLSAHMVGVVAFGLVYVLNHAEGLGAAHTTITMAVMCVAGLFFIPVIGLTGFHVVLVTRGRTTNEQVTGKFRGGVNPFTRGCCGNVEHVLCSPLAPRYVVEPPRLPLAVSLKPPFLRPELLDRAAPLKVKLSDNGLKAGLGRSKSK.... Result: 1 (interaction). (2) The protein sequence of the target gene is MALSQGLLTFRDVAIEFSQEEWKCLDPAQRTLYRDVMLENYRNLVSLDISSKCMMKEFSSTAQGNTEVIHTGTLQRHERHHIGDFCFQEMEKDIHDFEFQWKEDERNSHEAPMTEIKQLTGSTNRHDQRHAGNKPIKDQLGSSFHSHLPELHMFQTEGKIGNQVEKSINSASLVSTSQRISCRPKTHISKNYGNNFLNSSLLTQKQEVHMREKSFQCNESGKAFNYSSVLRKHQIIHLGAKQYKCDVCGKVFNQKRYLACHRRCHTGKKPYKCNDCGKTFSQELTLTCHHRLHTGEKHYK.... The miRNA is hsa-miR-8055 with sequence CUUUGAGCACAUGAGCAGACGGA. Result: 1 (interaction).